From a dataset of Drug-target binding data from BindingDB using IC50 measurements. Regression. Given a target protein amino acid sequence and a drug SMILES string, predict the binding affinity score between them. We predict pIC50 (pIC50 = -log10(IC50 in M); higher means more potent). Dataset: bindingdb_ic50. The small molecule is COc1ccc(-c2nc3cc(F)ccc3s2)cc1OC. The target protein (P41738) has sequence MSSGANITYASRKRRKPVQKTVKPVPAEGIKSNPSKRHRDRLNTELDRLASLLPFPQDVINKLDKLSVLRLSVSYLRAKSFFDVALKSTPADRSRGQDQCRAQVRDWQDLQEGEFLLQALNGFVLVVTADALVFYASSTIQDYLGFQQSDVIHQSVYELIHTEDRAEFQRQLHWALNPSQCTDSAQGVDETHGLPQPAVYYTPDQLPPENTAFMERCFRCRLRCLLDNSSGFLAMNFQGRLKYLHGQNKKGKDGALLPPQLALFAIATPLQPPSILEIRTKNFIFRTKHKLDFTPIGCDAKGQLILGYTEVELCNKGSGYQFIHAADMLHCAESHIRMIKTGESGMTVFRLLAKHSRWRWVQSNARLIYRNGRPDYIIATQRPLTDEEGREHLQKRSMTLPFMFATGEAVLYEISSPFSPIMDPLPIRTKSNTSRKDWAPQSTPSKDSFHPNSLMSALIQQDESIYLCPPSSPAPLDSHFLMDSMSECGSWQGSFAVASN.... The pIC50 is 7.6.